Dataset: Forward reaction prediction with 1.9M reactions from USPTO patents (1976-2016). Task: Predict the product of the given reaction. (1) The product is: [N:1]1([CH2:7][CH2:8][NH:9][C:10]([C:12]2[NH:13][CH:14]=[C:15]([C:17]3[CH:22]=[CH:21][CH:20]=[C:19]([C:23](=[O:35])[NH:24][C:25]4[CH:30]=[CH:29][CH:28]=[C:27]([C:31]([F:32])([F:33])[F:34])[CH:26]=4)[CH:18]=3)[CH:16]=2)=[O:11])[CH2:6][CH2:5][O:4][CH2:3][CH2:2]1. Given the reactants [N:1]1([CH2:7][CH2:8][NH:9][C:10]([C:12]2[N:13](S(C3C=CC(C)=CC=3)(=O)=O)[CH:14]=[C:15]([C:17]3[CH:22]=[CH:21][CH:20]=[C:19]([C:23](=[O:35])[NH:24][C:25]4[CH:30]=[CH:29][CH:28]=[C:27]([C:31]([F:34])([F:33])[F:32])[CH:26]=4)[CH:18]=3)[CH:16]=2)=[O:11])[CH2:6][CH2:5][O:4][CH2:3][CH2:2]1.[OH-].[Na+], predict the reaction product. (2) The product is: [Cl:14][C:15]1[CH:20]=[CH:19][C:18]([CH2:21][C:22]([OH:24])=[O:23])=[CH:17][C:16]=1[O:25][C:9]1[CH:10]=[CH:11][C:6]([S:3]([CH2:1][CH3:2])(=[O:5])=[O:4])=[CH:7][C:8]=1[F:13]. Given the reactants [CH2:1]([S:3]([C:6]1[CH:11]=[CH:10][C:9](F)=[C:8]([F:13])[CH:7]=1)(=[O:5])=[O:4])[CH3:2].[Cl:14][C:15]1[CH:20]=[CH:19][C:18]([CH2:21][C:22]([OH:24])=[O:23])=[CH:17][C:16]=1[OH:25], predict the reaction product. (3) Given the reactants [Cl:1][C:2]1[C:3]([C:16]2[C:21]([Cl:22])=[CH:20][N:19]=[C:18](F)[CH:17]=2)=[N:4][C:5]([NH:8][CH2:9][CH:10]2[CH2:15][CH2:14][O:13][CH2:12][CH2:11]2)=[CH:6][CH:7]=1.CS(C)=O.[C@H:28]1([NH2:35])[CH2:33][CH2:32][C@H:31]([NH2:34])[CH2:30][CH2:29]1, predict the reaction product. The product is: [NH2:34][C@H:31]1[CH2:32][CH2:33][C@H:28]([NH:35][C:18]2[CH:17]=[C:16]([C:3]3[C:2]([Cl:1])=[CH:7][CH:6]=[C:5]([NH:8][CH2:9][CH:10]4[CH2:15][CH2:14][O:13][CH2:12][CH2:11]4)[N:4]=3)[C:21]([Cl:22])=[CH:20][N:19]=2)[CH2:29][CH2:30]1. (4) Given the reactants Cl[C:2]1[C:11]([O:12][CH2:13][CH3:14])=[C:10]([Cl:15])[C:9]2[C:4](=[CH:5][CH:6]=[C:7]([C:16]([C:28]3[N:32]([CH3:33])[CH:31]=[N:30][CH:29]=3)([C:18]3[CH:19]=[N:20][C:21]([C:24]([F:27])([F:26])[F:25])=[CH:22][CH:23]=3)[OH:17])[CH:8]=2)[N:3]=1.[C:34](O)(C(F)(F)F)=[O:35].C[O-].[Na+], predict the reaction product. The product is: [Cl:15][C:10]1[C:9]2[C:4](=[CH:5][CH:6]=[C:7]([C:16]([C:28]3[N:32]([CH3:33])[CH:31]=[N:30][CH:29]=3)([C:18]3[CH:19]=[N:20][C:21]([C:24]([F:27])([F:26])[F:25])=[CH:22][CH:23]=3)[OH:17])[CH:8]=2)[N:3]=[C:2]([O:35][CH3:34])[C:11]=1[O:12][CH2:13][CH3:14]. (5) Given the reactants Br[C:2]1[C:3]([N:23]2[CH2:27][CH2:26][C@@H:25]([OH:28])[CH2:24]2)=[N:4][CH:5]=[C:6]([CH:22]=1)[C:7]([NH:9][C:10]1[CH:15]=[CH:14][C:13]([O:16][C:17]([F:20])([F:19])[F:18])=[C:12]([Cl:21])[CH:11]=1)=[O:8].[N:29]1[CH:34]=[C:33](B(O)O)[CH:32]=[N:31][CH:30]=1, predict the reaction product. The product is: [Cl:21][C:12]1[CH:11]=[C:10]([NH:9][C:7](=[O:8])[C:6]2[CH:22]=[C:2]([C:33]3[CH:34]=[N:29][CH:30]=[N:31][CH:32]=3)[C:3]([N:23]3[CH2:27][CH2:26][C@@H:25]([OH:28])[CH2:24]3)=[N:4][CH:5]=2)[CH:15]=[CH:14][C:13]=1[O:16][C:17]([F:20])([F:19])[F:18]. (6) Given the reactants [C:1]([O:5][C:6](=[O:22])[NH:7][C:8]1[CH:13]=[C:12]([F:14])[C:11]([C:15]([F:18])([F:17])[F:16])=[CH:10][C:9]=1[N+:19]([O-])=O)([CH3:4])([CH3:3])[CH3:2], predict the reaction product. The product is: [C:1]([O:5][C:6](=[O:22])[NH:7][C:8]1[CH:13]=[C:12]([F:14])[C:11]([C:15]([F:17])([F:18])[F:16])=[CH:10][C:9]=1[NH2:19])([CH3:4])([CH3:2])[CH3:3]. (7) Given the reactants B(C1CCCCC1)C1CCCCC1.[CH3:14][C:15]([CH3:19])([CH3:18])[C:16]#[CH:17].[Zn](CC)CC.[Br:25][C:26]1[CH:33]=[CH:32][CH:31]=[CH:30][C:27]=1[CH:28]=[O:29], predict the reaction product. The product is: [Br:25][C:26]1[CH:33]=[CH:32][CH:31]=[CH:30][C:27]=1[C@@H:28]([OH:29])[CH:17]=[CH:16][C:15]([CH3:19])([CH3:18])[CH3:14]. (8) Given the reactants C([O:3][C:4](=[O:33])[CH2:5][N:6]1[N:15]=[CH:14][C:13]2[C:8](=[CH:9][CH:10]=[C:11](/[CH:16]=[CH:17]/[CH:18]([C:23]3[CH:28]=[C:27]([Cl:29])[C:26]([F:30])=[C:25]([Cl:31])[CH:24]=3)[C:19]([F:22])([F:21])[F:20])[CH:12]=2)[C:7]1=[O:32])C, predict the reaction product. The product is: [Cl:31][C:25]1[CH:24]=[C:23]([CH:18]([C:19]([F:21])([F:22])[F:20])/[CH:17]=[CH:16]/[C:11]2[CH:12]=[C:13]3[C:8](=[CH:9][CH:10]=2)[C:7](=[O:32])[N:6]([CH2:5][C:4]([OH:33])=[O:3])[N:15]=[CH:14]3)[CH:28]=[C:27]([Cl:29])[C:26]=1[F:30]. (9) Given the reactants [CH3:1][C:2]1[CH:3]=[C:4]2[C:9](=[C:10]([CH:12](OC(N3C=CN=C3)=S)[C:13]([F:16])([F:15])[F:14])[CH:11]=1)[O:8][CH:7]([C:25]([F:28])([F:27])[F:26])[C:6]([C:29]([O:31][CH2:32][CH3:33])=[O:30])=[CH:5]2.[SiH](CC)(CC)CC.C(OOC(=O)C1C=CC=CC=1)(=O)C1C=CC=CC=1, predict the reaction product. The product is: [CH3:1][C:2]1[CH:3]=[C:4]2[C:9](=[C:10]([CH2:12][C:13]([F:14])([F:15])[F:16])[CH:11]=1)[O:8][CH:7]([C:25]([F:28])([F:26])[F:27])[C:6]([C:29]([O:31][CH2:32][CH3:33])=[O:30])=[CH:5]2.